Dataset: Catalyst prediction with 721,799 reactions and 888 catalyst types from USPTO. Task: Predict which catalyst facilitates the given reaction. (1) Reactant: [N+:1]([C:4]1[CH:5]=[CH:6][C:7]2[S:11][CH:10]=[N:9][C:8]=2[CH:12]=1)([O-])=O. Product: [NH2:1][C:4]1[CH:5]=[CH:6][C:7]2[S:11][CH:10]=[N:9][C:8]=2[CH:12]=1. The catalyst class is: 403. (2) Reactant: [Li+].[Br-].[CH3:3][C:4]1([O:7][CH2:6]1)[CH3:5].F[C:9]1[CH:14]=[C:13]([N+:15]([O-:17])=[O:16])[CH:12]=[CH:11][C:10]=1[N:18]1[CH2:22][CH2:21][C@@H:20]([NH2:23])[CH2:19]1.[C:24](OCC)(=O)C. Product: [CH3:3][C:4]([OH:7])([CH3:5])[CH2:6][NH:23][C@@H:20]1[CH2:21][CH2:22][N:18]([C:10]2[CH:11]=[CH:12][C:13]([N+:15]([O-:17])=[O:16])=[CH:14][C:9]=2[CH3:24])[CH2:19]1. The catalyst class is: 179.